From a dataset of Catalyst prediction with 721,799 reactions and 888 catalyst types from USPTO. Predict which catalyst facilitates the given reaction. (1) Reactant: [CH3:1][NH:2][C:3]1[CH:8]=[CH:7][CH:6]=[C:5]([O:9][CH:10]2[CH2:15][CH2:14][N:13]([CH3:16])[CH2:12][CH2:11]2)[N:4]=1.C(N(CC)CC)C.[F:24][C:25]1[CH:33]=[C:32]([F:34])[CH:31]=[C:30]([F:35])[C:26]=1[C:27](Cl)=[O:28]. Product: [F:24][C:25]1[CH:33]=[C:32]([F:34])[CH:31]=[C:30]([F:35])[C:26]=1[C:27]([N:2]([CH3:1])[C:3]1[CH:8]=[CH:7][CH:6]=[C:5]([O:9][CH:10]2[CH2:15][CH2:14][N:13]([CH3:16])[CH2:12][CH2:11]2)[N:4]=1)=[O:28]. The catalyst class is: 1. (2) Reactant: [CH2:1]([N:6]1[C:10](=[O:11])[C:9](=[CH:12][C:13]([OH:15])=O)[S:8][CH:7]1[C:16]1[CH:21]=[CH:20][CH:19]=[CH:18][CH:17]=1)[CH2:2][CH:3]([CH3:5])[CH3:4].OC(C(F)(F)F)=O.[NH:29]1[CH2:34][CH2:33][CH:32]([N:35]2[CH2:44][C:43]3[C:38](=[CH:39][CH:40]=[CH:41][CH:42]=3)[NH:37][C:36]2=[O:45])[CH2:31][CH2:30]1.CCN(C(C)C)C(C)C.CN(C(ON1N=NC2C=CC=NC1=2)=[N+](C)C)C.F[P-](F)(F)(F)(F)F. Product: [CH2:1]([N:6]1[C:10](=[O:11])[C:9](=[CH:12][C:13]([N:29]2[CH2:30][CH2:31][CH:32]([N:35]3[CH2:44][C:43]4[C:38](=[CH:39][CH:40]=[CH:41][CH:42]=4)[NH:37][C:36]3=[O:45])[CH2:33][CH2:34]2)=[O:15])[S:8][CH:7]1[C:16]1[CH:21]=[CH:20][CH:19]=[CH:18][CH:17]=1)[CH2:2][CH:3]([CH3:4])[CH3:5]. The catalyst class is: 3. (3) Reactant: [CH2:1](Br)[C:2]#[CH:3].[O:5]=[CH:6][C:7]1[CH:15]=[CH:14][C:12]([OH:13])=[C:9]([O:10][CH3:11])[CH:8]=1.C(=O)([O-])[O-].[K+].[K+]. Product: [CH3:11][O:10][C:9]1[CH:8]=[C:7]([CH:15]=[CH:14][C:12]=1[O:13][CH2:3][C:2]#[CH:1])[CH:6]=[O:5]. The catalyst class is: 23.